This data is from Reaction yield outcomes from USPTO patents with 853,638 reactions. The task is: Predict the reaction yield, written as a fraction of the theoretical maximum amount of product (1.0 means a 100% yield; for example, 0.34 means a 34% yield). The reactants are [CH3:1][O:2][C:3]1[CH:8]=[CH:7][C:6]([NH:9][C:10]2[C:19]3[C:14](=[CH:15][CH:16]=[C:17]([C:20](=[O:23])[NH:21][CH3:22])[CH:18]=3)[N:13]=[CH:12][C:11]=2[C:24]([OH:26])=[O:25])=[CH:5][CH:4]=1.C(N(CC)C(C)C)(C)C.Cl.Cl[CH2:38][CH2:39][N:40]1[CH2:45][CH2:44][O:43][CH2:42][CH2:41]1. The catalyst is CN(C)C=O. The product is [O:43]1[CH2:44][CH2:45][N:40]([CH2:39][CH2:38][O:25][C:24]([C:11]2[CH:12]=[N:13][C:14]3[C:19]([C:10]=2[NH:9][C:6]2[CH:7]=[CH:8][C:3]([O:2][CH3:1])=[CH:4][CH:5]=2)=[CH:18][C:17]([C:20](=[O:23])[NH:21][CH3:22])=[CH:16][CH:15]=3)=[O:26])[CH2:41][CH2:42]1. The yield is 0.160.